From a dataset of Full USPTO retrosynthesis dataset with 1.9M reactions from patents (1976-2016). Predict the reactants needed to synthesize the given product. (1) The reactants are: CON(C)[C:4]([C:6]1[C:15](=[O:16])[C:14]2[C:9](=[CH:10][CH:11]=[CH:12][CH:13]=2)[N:8]([CH2:17][C:18]2[CH:23]=[CH:22][CH:21]=[C:20]([Br:24])[N:19]=2)[CH:7]=1)=[O:5].[CH2:26]1[CH2:30]O[CH2:28][CH2:27]1. Given the product [Br:24][C:20]1[N:19]=[C:18]([CH2:17][N:8]2[C:9]3[C:14](=[CH:13][CH:12]=[CH:11][CH:10]=3)[C:15](=[O:16])[C:6]([C:4](=[O:5])[C:26]3[CH:30]=[CH:10][C:9]([CH:14]([CH3:15])[CH3:13])=[CH:28][CH:27]=3)=[CH:7]2)[CH:23]=[CH:22][CH:21]=1, predict the reactants needed to synthesize it. (2) Given the product [CH2:6]([O:5][C:3](=[O:4])[CH:2]([C:17]1[CH:22]=[CH:21][C:20]([N+:23]([O-:25])=[O:24])=[C:19]([O:26][CH2:27][C:28]([F:29])([F:31])[F:30])[CH:18]=1)[C:1]([O:9][C:10]([CH3:12])([CH3:11])[CH3:13])=[O:8])[CH3:7], predict the reactants needed to synthesize it. The reactants are: [C:1]([O:9][C:10]([CH3:13])([CH3:12])[CH3:11])(=[O:8])[CH2:2][C:3]([O:5][CH2:6][CH3:7])=[O:4].[H-].[Na+].F[C:17]1[CH:22]=[CH:21][C:20]([N+:23]([O-:25])=[O:24])=[C:19]([O:26][CH2:27][C:28]([F:31])([F:30])[F:29])[CH:18]=1.